Dataset: Catalyst prediction with 721,799 reactions and 888 catalyst types from USPTO. Task: Predict which catalyst facilitates the given reaction. (1) Reactant: F[C:2]1[CH:10]=[C:9]2[C:5]([C:6]([CH3:16])([CH3:15])[C:7](=[O:14])[N:8]2[CH:11]([CH3:13])[CH3:12])=[CH:4][C:3]=1[N+:17]([O-:19])=[O:18].CCN(C(C)C)C(C)C.[C:29]1([C@@H:35]([NH2:37])[CH3:36])[CH:34]=[CH:33][CH:32]=[CH:31][CH:30]=1.O. Product: [CH:11]([N:8]1[C:9]2[C:5](=[CH:4][C:3]([N+:17]([O-:19])=[O:18])=[C:2]([NH:37][C@H:35]([C:29]3[CH:34]=[CH:33][CH:32]=[CH:31][CH:30]=3)[CH3:36])[CH:10]=2)[C:6]([CH3:16])([CH3:15])[C:7]1=[O:14])([CH3:13])[CH3:12]. The catalyst class is: 37. (2) Reactant: [N+:1]([O-:4])(O)=[O:2].[OH:5][C:6]1[CH:13]=[CH:12][C:9]([CH:10]=[O:11])=[CH:8][C:7]=1[O:14][CH3:15]. Product: [OH:5][C:6]1[C:13]([N+:1]([O-:4])=[O:2])=[CH:12][C:9]([CH:10]=[O:11])=[CH:8][C:7]=1[O:14][CH3:15]. The catalyst class is: 6. (3) Reactant: [C:1]([NH:4][CH2:5][C@@H:6]1[O:10][C:9](=[O:11])[N:8]([C:12]2[CH:17]=[CH:16][C:15]([C:18]([OH:20])=O)=[C:14]([F:21])[CH:13]=2)[CH2:7]1)(=S)[CH3:2].F[P-](F)(F)(F)(F)F.N1([O:38]C(N(C)C)=[N+](C)C)C2N=CC=CC=2N=N1.C[CH2:47][N:48]([CH:52](C)C)C(C)C.Cl.CNC. Product: [C:1]([NH:4][CH2:5][C@@H:6]1[O:10][C:9](=[O:11])[N:8]([C:12]2[CH:17]=[CH:16][C:15]([C:18]([N:48]([CH3:52])[CH3:47])=[O:20])=[C:14]([F:21])[CH:13]=2)[CH2:7]1)(=[O:38])[CH3:2]. The catalyst class is: 3. (4) Reactant: [CH3:1][C:2]1[CH:7]=[CH:6][C:5]([Mg]Br)=[CH:4][CH:3]=1.[CH2:10]([N:14]1[C:19](=[O:20])[CH:18]=[N:17][C:16]([CH3:21])=[N:15]1)[CH2:11][CH2:12][CH3:13].[NH4+].[Cl-].C(OCC)(=O)C. Product: [CH2:10]([N:14]1[C:19](=[O:20])[CH:18]([C:5]2[CH:6]=[CH:7][C:2]([CH3:1])=[CH:3][CH:4]=2)[NH:17][C:16]([CH3:21])=[N:15]1)[CH2:11][CH2:12][CH3:13]. The catalyst class is: 28.